This data is from NCI-60 drug combinations with 297,098 pairs across 59 cell lines. The task is: Regression. Given two drug SMILES strings and cell line genomic features, predict the synergy score measuring deviation from expected non-interaction effect. Drug 1: C1=NC2=C(N1)C(=S)N=CN2. Drug 2: C1C(C(OC1N2C=NC3=C2NC=NCC3O)CO)O. Cell line: SF-539. Synergy scores: CSS=29.3, Synergy_ZIP=-1.08, Synergy_Bliss=0.811, Synergy_Loewe=-24.0, Synergy_HSA=-1.60.